Dataset: Reaction yield outcomes from USPTO patents with 853,638 reactions. Task: Predict the reaction yield, written as a fraction of the theoretical maximum amount of product (1.0 means a 100% yield; for example, 0.34 means a 34% yield). (1) The reactants are [O:1]1[CH2:6][CH2:5][CH:4]([NH2:7])[CH2:3][CH2:2]1.[Si:8]([O:15][CH2:16][C@@H:17]([N:26]1[CH:31]=[CH:30][C:29]([C:32]2[CH:37]=[CH:36][N:35]=[C:34](S(C)(=O)=O)[N:33]=2)=[CH:28][C:27]1=[O:42])[C:18]1[CH:23]=[CH:22][C:21]([F:24])=[C:20]([Cl:25])[CH:19]=1)([C:11]([CH3:14])([CH3:13])[CH3:12])([CH3:10])[CH3:9]. The catalyst is CC(N(C)C)=O.O. The product is [Si:8]([O:15][CH2:16][C@@H:17]([N:26]1[CH:31]=[CH:30][C:29]([C:32]2[CH:37]=[CH:36][N:35]=[C:34]([NH:7][CH:4]3[CH2:5][CH2:6][O:1][CH2:2][CH2:3]3)[N:33]=2)=[CH:28][C:27]1=[O:42])[C:18]1[CH:23]=[CH:22][C:21]([F:24])=[C:20]([Cl:25])[CH:19]=1)([C:11]([CH3:14])([CH3:12])[CH3:13])([CH3:10])[CH3:9]. The yield is 0.920. (2) The reactants are Br[C:2]1[C:3]([NH:9][C:10]2[CH:15]=[C:14]([Cl:16])[CH:13]=[CH:12][C:11]=2[O:17][CH2:18][CH:19]2[CH2:24][CH2:23][N:22]([CH3:25])[CH2:21][CH2:20]2)=[N:4][CH:5]=[C:6]([CH3:8])[CH:7]=1.C1CCN2C(=NCCC2)CC1. The catalyst is CC([O-])=O.CC([O-])=O.[Pd+2].CN(C=O)C. The product is [Cl:16][C:14]1[CH:13]=[CH:12][C:11]([O:17][CH2:18][CH:19]2[CH2:24][CH2:23][N:22]([CH3:25])[CH2:21][CH2:20]2)=[C:10]2[C:15]=1[C:2]1[CH:7]=[C:6]([CH3:8])[CH:5]=[N:4][C:3]=1[NH:9]2. The yield is 0.650. (3) The catalyst is Cl. The reactants are [Br:1][C:2]1[C:6]([C:7]#[N:8])=[C:5]([Br:9])[S:4][C:3]=1[C:10]([OH:12])=O.S(Cl)(Cl)=O.C(#[N:19])C.C(Cl)Cl.N.O1CCOCC1. The yield is 0.980. The product is [Br:1][C:2]1[C:6]([C:7]#[N:8])=[C:5]([Br:9])[S:4][C:3]=1[C:10]([NH2:19])=[O:12].